Dataset: Buchwald-Hartwig C-N cross coupling reaction yields with 55,370 reactions. Task: Predict the reaction yield, written as a fraction of the theoretical maximum amount of product (1.0 means a 100% yield; for example, 0.34 means a 34% yield). (1) The reactants are COc1ccc(I)cc1.Cc1ccc(N)cc1.O=S(=O)(O[Pd]1c2ccccc2-c2ccccc2N~1)C(F)(F)F.COc1ccc(OC)c(P([C@]23C[C@H]4C[C@H](C[C@H](C4)C2)C3)[C@]23C[C@H]4C[C@H](C[C@H](C4)C2)C3)c1-c1c(C(C)C)cc(C(C)C)cc1C(C)C.CN(C)C(=NC(C)(C)C)N(C)C.CCOC(=O)c1ccon1. No catalyst specified. The product is COc1ccc(Nc2ccc(C)cc2)cc1. The yield is 0.375. (2) The reactants are CCc1ccc(I)cc1.Cc1ccc(N)cc1.O=S(=O)(O[Pd]1c2ccccc2-c2ccccc2N~1)C(F)(F)F.COc1ccc(OC)c(P(C(C)(C)C)C(C)(C)C)c1-c1c(C(C)C)cc(C(C)C)cc1C(C)C.CCN=P(N=P(N(C)C)(N(C)C)N(C)C)(N(C)C)N(C)C.CCOC(=O)c1ccon1. No catalyst specified. The product is CCc1ccc(Nc2ccc(C)cc2)cc1. The yield is 0.104. (3) The reactants are COc1ccc(I)cc1.Cc1ccc(N)cc1.O=S(=O)(O[Pd]1c2ccccc2-c2ccccc2N~1)C(F)(F)F.COc1ccc(OC)c(P([C@]23C[C@H]4C[C@H](C[C@H](C4)C2)C3)[C@]23C[C@H]4C[C@H](C[C@H](C4)C2)C3)c1-c1c(C(C)C)cc(C(C)C)cc1C(C)C.CN(C)C(=NC(C)(C)C)N(C)C.Fc1cccc(F)c1-c1ccno1. No catalyst specified. The product is COc1ccc(Nc2ccc(C)cc2)cc1. The yield is 0.409. (4) The yield is 0.428. The product is Cc1ccc(Nc2ccc(C(F)(F)F)cc2)cc1. No catalyst specified. The reactants are FC(F)(F)c1ccc(I)cc1.Cc1ccc(N)cc1.O=S(=O)(O[Pd]1c2ccccc2-c2ccccc2N~1)C(F)(F)F.CC(C)c1cc(C(C)C)c(-c2ccccc2P(C(C)(C)C)C(C)(C)C)c(C(C)C)c1.CCN=P(N=P(N(C)C)(N(C)C)N(C)C)(N(C)C)N(C)C.Cc1ccon1. (5) The reactants are COc1ccc(Br)cc1.Cc1ccc(N)cc1.O=S(=O)(O[Pd]1c2ccccc2-c2ccccc2N~1)C(F)(F)F.COc1ccc(OC)c(P(C(C)(C)C)C(C)(C)C)c1-c1c(C(C)C)cc(C(C)C)cc1C(C)C.CN(C)C(=NC(C)(C)C)N(C)C.CCOC(=O)c1cnoc1C. No catalyst specified. The product is COc1ccc(Nc2ccc(C)cc2)cc1. The yield is 0.0329.